This data is from CYP2C19 inhibition data for predicting drug metabolism from PubChem BioAssay. The task is: Regression/Classification. Given a drug SMILES string, predict its absorption, distribution, metabolism, or excretion properties. Task type varies by dataset: regression for continuous measurements (e.g., permeability, clearance, half-life) or binary classification for categorical outcomes (e.g., BBB penetration, CYP inhibition). Dataset: cyp2c19_veith. (1) The molecule is COc1ccc(Oc2c(C=O)c3ccccc3n2C)cc1. The result is 1 (inhibitor). (2) The drug is CC(C)(C)C(=O)[C@H]1[C@H](c2ccccc2)[C@@]2(N=C(c3ccccc3)OC2=O)C2c3ccccc3C=NN21. The result is 1 (inhibitor). (3) The molecule is CC(=O)NCCNc1nc(-c2cccc(C#N)c2)nc2ccccc12. The result is 0 (non-inhibitor).